Dataset: Peptide-MHC class I binding affinity with 185,985 pairs from IEDB/IMGT. Task: Regression. Given a peptide amino acid sequence and an MHC pseudo amino acid sequence, predict their binding affinity value. This is MHC class I binding data. (1) The peptide sequence is IYDVIVEPPS. The MHC is H-2-Kd with pseudo-sequence H-2-Kd. The binding affinity (normalized) is 0.218. (2) The peptide sequence is YRTAVCGLY. The MHC is HLA-B08:03 with pseudo-sequence HLA-B08:03. The binding affinity (normalized) is 0.0847. (3) The peptide sequence is FPFKYRAAF. The MHC is Mamu-A2201 with pseudo-sequence Mamu-A2201. The binding affinity (normalized) is 0.683. (4) The peptide sequence is FMVYVPLPA. The binding affinity (normalized) is 0.213. The MHC is HLA-B07:02 with pseudo-sequence HLA-B07:02.